From a dataset of Merck oncology drug combination screen with 23,052 pairs across 39 cell lines. Regression. Given two drug SMILES strings and cell line genomic features, predict the synergy score measuring deviation from expected non-interaction effect. (1) Drug 1: Nc1ccn(C2OC(CO)C(O)C2(F)F)c(=O)n1. Drug 2: O=C(NOCC(O)CO)c1ccc(F)c(F)c1Nc1ccc(I)cc1F. Cell line: SW620. Synergy scores: synergy=8.19. (2) Drug 1: COc1cc(C2c3cc4c(cc3C(OC3OC5COC(C)OC5C(O)C3O)C3COC(=O)C23)OCO4)cc(OC)c1O. Drug 2: NC(=O)c1cccc2cn(-c3ccc(C4CCCNC4)cc3)nc12. Cell line: A427. Synergy scores: synergy=-7.52. (3) Drug 1: O=S1(=O)NC2(CN1CC(F)(F)F)C1CCC2Cc2cc(C=CCN3CCC(C(F)(F)F)CC3)ccc2C1. Drug 2: CNC(=O)c1cc(Oc2ccc(NC(=O)Nc3ccc(Cl)c(C(F)(F)F)c3)cc2)ccn1. Cell line: NCIH23. Synergy scores: synergy=12.0. (4) Drug 1: Nc1ccn(C2OC(CO)C(O)C2(F)F)c(=O)n1. Drug 2: COC1=C2CC(C)CC(OC)C(O)C(C)C=C(C)C(OC(N)=O)C(OC)C=CC=C(C)C(=O)NC(=CC1=O)C2=O. Cell line: HCT116. Synergy scores: synergy=-25.5. (5) Drug 2: CCN(CC)CCNC(=O)c1c(C)[nH]c(C=C2C(=O)Nc3ccc(F)cc32)c1C. Synergy scores: synergy=-6.26. Drug 1: O=C(CCCCCCC(=O)Nc1ccccc1)NO. Cell line: EFM192B. (6) Drug 1: NC(=O)c1cccc2cn(-c3ccc(C4CCCNC4)cc3)nc12. Drug 2: NC1(c2ccc(-c3nc4ccn5c(=O)[nH]nc5c4cc3-c3ccccc3)cc2)CCC1. Cell line: MDAMB436. Synergy scores: synergy=16.6. (7) Drug 1: O=C(O)C1(Cc2cccc(Nc3nccs3)n2)CCC(Oc2cccc(Cl)c2F)CC1. Drug 2: COC1CC2CCC(C)C(O)(O2)C(=O)C(=O)N2CCCCC2C(=O)OC(C(C)CC2CCC(OP(C)(C)=O)C(OC)C2)CC(=O)C(C)C=C(C)C(O)C(OC)C(=O)C(C)CC(C)C=CC=CC=C1C. Cell line: OVCAR3. Synergy scores: synergy=11.0.